This data is from Experimentally validated miRNA-target interactions with 360,000+ pairs, plus equal number of negative samples. The task is: Binary Classification. Given a miRNA mature sequence and a target amino acid sequence, predict their likelihood of interaction. (1) The miRNA is mmu-miR-451a with sequence AAACCGUUACCAUUACUGAGUU. The protein sequence of the target gene is MNGGAERAMRSLPSLGGLALLCCAAAAAASTASAGNVTGGGGAEGQVVPSPSPGLRDQASSPFPKTAAPTAQAPRTGPPRTTVRKTGATTPSAGSPEIIPPLRTSAQPAATPFPALDLSPATPSEDGHTPTTESPPSRPAPTTLASTVGQPPTTSVVTTAQASSTPGTPTAESPDRSSNSSGVPPTAPVTEAPTSPPPEHMCNCSEVGSLDVKRCNQTTGQCDCHVGYQGLHCDTCKEGFYLNHTVGLCLPCHCSPHGAVSILCNSSGNCQCKVGVTGSMCDKCQDGHYGFGKTGCLPCQ.... Result: 1 (interaction). (2) Result: 0 (no interaction). The miRNA is hsa-miR-548u with sequence CAAAGACUGCAAUUACUUUUGCG. The protein sequence of the target gene is MSSPQAPEDGQGCGDRGDPPGDLRSVLVTTVLNLEPLDEDLFRGRHYWVPAKRLFGGQIVGQALVAAAKSVSEDVHVHSLHCYFVRAGDPKLPVLYQVERTRTGSSFSVRSVKAVQHGKPIFICQASFQQAQPSPMQHQFSMPTVPPPEELLDCETLIDQYLRDPNLQKRYPLALNRIAAQEVPIEIKPVNPSPLSQLQRMEPKQMFWVRARGYIGEGDMKMHCCVAAYISDYAFLGTALLPHQWQHKVHFMVSLDHSMWFHAPFRADHWMLYECESPWAGGSRGLVHGRLWRQDGVLAV....